This data is from NCI-60 drug combinations with 297,098 pairs across 59 cell lines. The task is: Regression. Given two drug SMILES strings and cell line genomic features, predict the synergy score measuring deviation from expected non-interaction effect. Drug 1: C1=CN(C=N1)CC(O)(P(=O)(O)O)P(=O)(O)O. Drug 2: CCN(CC)CCCC(C)NC1=C2C=C(C=CC2=NC3=C1C=CC(=C3)Cl)OC. Cell line: NCI-H226. Synergy scores: CSS=5.49, Synergy_ZIP=-0.166, Synergy_Bliss=-0.293, Synergy_Loewe=-12.3, Synergy_HSA=-6.04.